Dataset: Reaction yield outcomes from USPTO patents with 853,638 reactions. Task: Predict the reaction yield, written as a fraction of the theoretical maximum amount of product (1.0 means a 100% yield; for example, 0.34 means a 34% yield). (1) The reactants are C(OC(=O)[NH:7][C:8]1[CH:13]=[CH:12][C:11]([CH:14]2[CH2:19][NH:18][S:17](=[O:21])(=[O:20])[NH:16][CH2:15]2)=[CH:10][CH:9]=1)(C)(C)C.C1C(=O)N([Br:30])C(=O)C1. The catalyst is C(O)(C(F)(F)F)=O. The product is [Br:30][C:9]1[CH:10]=[C:11]([CH:14]2[CH2:19][NH:18][S:17](=[O:21])(=[O:20])[NH:16][CH2:15]2)[CH:12]=[CH:13][C:8]=1[NH2:7]. The yield is 0.520. (2) The reactants are C(OC([N:8]1[CH2:13][CH2:12][CH2:11][CH:10]([CH2:14][C:15]2[CH:20]=[CH:19][CH:18]=[CH:17][CH:16]=2)[CH2:9]1)=O)(C)(C)C.[ClH:21]. The catalyst is CO.O1CCOCC1. The product is [ClH:21].[CH2:14]([CH:10]1[CH2:11][CH2:12][CH2:13][NH:8][CH2:9]1)[C:15]1[CH:20]=[CH:19][CH:18]=[CH:17][CH:16]=1. The yield is 1.00. (3) The reactants are [NH2:1][CH2:2][C:3]1[CH:7]=[C:6]([C:8]2[C:9]([C:38]([NH:40][CH2:41][CH3:42])=[O:39])=[N:10][O:11][C:12]=2[C:13]2[CH:18]=[C:17]([CH:19]([CH3:21])[CH3:20])[C:16]([O:22][CH2:23][C:24]3[CH:29]=[CH:28][CH:27]=[CH:26][CH:25]=3)=[CH:15][C:14]=2[O:30][CH2:31][C:32]2[CH:37]=[CH:36][CH:35]=[CH:34][CH:33]=2)[O:5][N:4]=1.[C:43](OC(=O)C)(=[O:45])[CH3:44].N1C=CC=CC=1. The catalyst is C(Cl)Cl. The product is [C:43]([NH:1][CH2:2][C:3]1[CH:7]=[C:6]([C:8]2[C:9]([C:38]([NH:40][CH2:41][CH3:42])=[O:39])=[N:10][O:11][C:12]=2[C:13]2[CH:18]=[C:17]([CH:19]([CH3:21])[CH3:20])[C:16]([O:22][CH2:23][C:24]3[CH:29]=[CH:28][CH:27]=[CH:26][CH:25]=3)=[CH:15][C:14]=2[O:30][CH2:31][C:32]2[CH:37]=[CH:36][CH:35]=[CH:34][CH:33]=2)[O:5][N:4]=1)(=[O:45])[CH3:44]. The yield is 0.600. (4) The yield is 0.600. No catalyst specified. The product is [C:35]([C:33]1[O:32][N:31]=[C:30]([NH:29][C:27]([NH:26][C:22]2[CH:23]=[CH:24][CH:25]=[C:20]([O:19][C:13]3[C:12]4[C:17](=[CH:18][C:9]([OH:8])=[CH:10][CH:11]=4)[N:16]=[CH:15][N:14]=3)[CH:21]=2)=[O:28])[CH:34]=1)([CH3:38])([CH3:36])[CH3:37]. The reactants are C([O:8][C:9]1[CH:18]=[C:17]2[C:12]([C:13]([O:19][C:20]3[CH:21]=[C:22]([NH:26][C:27]([NH:29][C:30]4[CH:34]=[C:33]([C:35]([CH3:38])([CH3:37])[CH3:36])[O:32][N:31]=4)=[O:28])[CH:23]=[CH:24][CH:25]=3)=[N:14][CH:15]=[N:16]2)=[CH:11][CH:10]=1)C1C=CC=CC=1.FC(F)(F)C(O)=O. (5) The reactants are Cl[C:2]1[CH:3]=[C:4]([S:8][CH2:9][C:10](O)=O)[CH:5]=[CH:6][CH:7]=1.[Cl:13]C1C=CC=CC=1S.BrC[CH2:23][CH2:24][CH2:25][C:26]([O:28]CC)=[O:27].[OH-].[K+]. The catalyst is C(O)C. The product is [Cl:13][C:3]1[CH:2]=[CH:7][CH:6]=[CH:5][C:4]=1[S:8][CH2:9][CH2:10][CH2:23][CH2:24][CH2:25][C:26]([OH:28])=[O:27]. The yield is 0.930. (6) The reactants are [CH:1]1([N:6]2[CH2:11][CH2:10][N:9]([C:12]3[CH:17]=[C:16]([N:18](C)[C:19](=O)C)[CH:15]=[CH:14][N:13]=3)[CH2:8][CH2:7]2)[CH2:5][CH2:4][CH2:3][CH2:2]1.[ClH:23]. The catalyst is O.O1CCOCC1. The product is [ClH:23].[CH:1]1([N:6]2[CH2:7][CH2:8][N:9]([C:12]3[CH:17]=[C:16]([NH:18][CH3:19])[CH:15]=[CH:14][N:13]=3)[CH2:10][CH2:11]2)[CH2:2][CH2:3][CH2:4][CH2:5]1. The yield is 0.720. (7) The reactants are [C:1]1([C:7]23[CH2:14][NH:13][CH2:12][CH:11]2[CH2:10][O:9][NH:8]3)[CH:6]=[CH:5][CH:4]=[CH:3][CH:2]=1.[C:15]([O:19][C:20](O[C:20]([O:19][C:15]([CH3:18])([CH3:17])[CH3:16])=[O:21])=[O:21])([CH3:18])([CH3:17])[CH3:16].C(N(CC)CC)C. The catalyst is ClCCl. The product is [C:15]([O:19][C:20]([N:13]1[CH2:12][CH:11]2[C:7]([C:1]3[CH:2]=[CH:3][CH:4]=[CH:5][CH:6]=3)([NH:8][O:9][CH2:10]2)[CH2:14]1)=[O:21])([CH3:18])([CH3:17])[CH3:16]. The yield is 0.940. (8) The reactants are [C:1]1([N:7]2[C:19]3[CH:18]=[CH:17][CH:16]=[CH:15][C:14]=3[C:13]3[C:8]2=[CH:9][CH:10]=[CH:11][CH:12]=3)[CH:6]=[CH:5][CH:4]=[CH:3][CH:2]=1.[I:20]N1C(=O)CCC1=O. The catalyst is C(O)(=O)C. The product is [I:20][C:16]1[CH:17]=[CH:18][C:19]2[N:7]([C:1]3[CH:2]=[CH:3][CH:4]=[CH:5][CH:6]=3)[C:8]3[C:13]([C:14]=2[CH:15]=1)=[CH:12][CH:11]=[CH:10][CH:9]=3. The yield is 0.670. (9) The reactants are [Si:1]([O:8][C:9]1[CH:10]=[C:11]2[C:15](=[CH:16][CH:17]=1)[NH:14][N:13]=[CH:12]2)([C:4]([CH3:7])([CH3:6])[CH3:5])([CH3:3])[CH3:2].C1C(=O)N([I:25])C(=O)C1. The product is [Si:1]([O:8][C:9]1[CH:10]=[C:11]2[C:15](=[CH:16][CH:17]=1)[NH:14][N:13]=[C:12]2[I:25])([C:4]([CH3:7])([CH3:5])[CH3:6])([CH3:3])[CH3:2]. The yield is 0.980. The catalyst is CN(C)C=O. (10) The reactants are [NH2:1][CH2:2][CH2:3][CH2:4][N:5]1[C:13]([S:14][C:15]2[CH:20]=[C:19]([Cl:21])[CH:18]=[C:17]([Cl:22])[CH:16]=2)=[N:12][C:11]2[C:6]1=[N:7][CH:8]=[N:9][C:10]=2[NH2:23].[CH:24]1[C:29]([N:30]=[C:31]=[S:32])=[CH:28][C:27]2[C:33]([O:35][C:36]3([C:46]4[CH:47]=[CH:48][C:49]([OH:51])=[CH:50][C:45]=4[O:44][C:38]4[CH:39]=[C:40]([OH:43])[CH:41]=[CH:42][C:37]3=4)[C:26]=2[CH:25]=1)=[O:34].CCN(CC)CC. The catalyst is CN(C=O)C. The product is [NH2:23][C:10]1[N:9]=[CH:8][N:7]=[C:6]2[C:11]=1[N:12]=[C:13]([S:14][C:15]1[CH:20]=[C:19]([Cl:21])[CH:18]=[C:17]([Cl:22])[CH:16]=1)[N:5]2[CH2:4][CH2:3][CH2:2][NH:1][C:31](=[S:32])[NH:30][C:29]1[CH:24]=[CH:25][C:26]([C:36]2[C:37]3[C:38]([O:44][C:45]4[C:46]=2[CH:47]=[CH:48][C:49](=[O:51])[CH:50]=4)=[CH:39][C:40]([OH:43])=[CH:41][CH:42]=3)=[C:27]([CH:28]=1)[C:33]([OH:35])=[O:34]. The yield is 0.760.